Dataset: Forward reaction prediction with 1.9M reactions from USPTO patents (1976-2016). Task: Predict the product of the given reaction. (1) Given the reactants [CH2:1]([NH:3][C:4]([C:6]1[CH:11]=[CH:10][C:9]([N:12]2[C:16]([CH2:17][CH2:18][CH2:19][CH2:20][F:21])=[C:15]([C:22]([OH:24])=O)[N:14]=[N:13]2)=[CH:8][CH:7]=1)=[O:5])[CH3:2].C1C=C[C:28]2N(O)N=[N:31][C:29]=2[CH:30]=1.C1(N)CC1.CCN=C=NCCCN(C)C, predict the reaction product. The product is: [CH:29]1([NH:31][C:22]([C:15]2[N:14]=[N:13][N:12]([C:9]3[CH:8]=[CH:7][C:6]([C:4]([NH:3][CH2:1][CH3:2])=[O:5])=[CH:11][CH:10]=3)[C:16]=2[CH2:17][CH2:18][CH2:19][CH2:20][F:21])=[O:24])[CH2:30][CH2:28]1. (2) Given the reactants [CH3:1][O:2][C:3]1[CH:11]=[CH:10][C:6]([C:7](O)=O)=[CH:5][CH:4]=1.[CH2:12]([SH:19])[C:13]1[CH:18]=[CH:17][CH:16]=[CH:15][CH:14]=1.P12(SP3(SP(SP(S3)(S1)=S)(=S)S2)=S)=[S:21], predict the reaction product. The product is: [CH2:12]([S:19][C:7](=[S:21])[C:6]1[CH:10]=[CH:11][C:3]([O:2][CH3:1])=[CH:4][CH:5]=1)[C:13]1[CH:18]=[CH:17][CH:16]=[CH:15][CH:14]=1.